Dataset: Full USPTO retrosynthesis dataset with 1.9M reactions from patents (1976-2016). Task: Predict the reactants needed to synthesize the given product. (1) The reactants are: C([C:3]1([C:11]2[CH:16]=[C:15]([OH:17])[CH:14]=[CH:13][C:12]=2[OH:18])[NH:7][CH:6]([C:8]([O-:10])=[O:9])[CH2:5][S:4]1)C.Cl.N[C@H:21](C(O)=O)CS. Given the product [OH:18][C:12]1[CH:13]=[CH:14][C:15]([OH:17])=[CH:16][C:11]=1[CH:3]1[NH:7][CH:6]([C:8]([O:10][CH3:21])=[O:9])[CH2:5][S:4]1, predict the reactants needed to synthesize it. (2) Given the product [Br:12][C:13]1[CH:18]=[CH:17][C:16]([NH:19]/[N:20]=[C:8](\[C:3]2[CH:4]=[CH:5][CH:6]=[CH:7][C:2]=2[Cl:1])/[CH3:9])=[CH:15][CH:14]=1, predict the reactants needed to synthesize it. The reactants are: [Cl:1][C:2]1[CH:7]=[CH:6][CH:5]=[CH:4][C:3]=1[C:8](=O)[CH3:9].Cl.[Br:12][C:13]1[CH:18]=[CH:17][C:16]([NH:19][NH2:20])=[CH:15][CH:14]=1.CC([O-])=O.[K+]. (3) Given the product [CH2:1]([N:8]1[CH2:13][CH2:12][CH:11]([N:14]2[CH:22]=[N:21][C:20]3[C:15]2=[N:16][C:17]([C:43]2[CH:44]=[CH:45][C:46]([NH2:49])=[N:47][CH:48]=2)=[N:18][C:19]=3[N:23]2[CH2:28][CH2:27][O:26][CH2:25][CH2:24]2)[CH2:10][CH2:9]1)[C:2]1[CH:7]=[CH:6][CH:5]=[CH:4][CH:3]=1, predict the reactants needed to synthesize it. The reactants are: [CH2:1]([N:8]1[CH2:13][CH2:12][CH:11]([N:14]2[CH:22]=[N:21][C:20]3[C:15]2=[N:16][C:17](Cl)=[N:18][C:19]=3[N:23]2[CH2:28][CH2:27][O:26][CH2:25][CH2:24]2)[CH2:10][CH2:9]1)[C:2]1[CH:7]=[CH:6][CH:5]=[CH:4][CH:3]=1.C([O-])(O)=O.[Na+].CC1(C)C(C)(C)OB([C:43]2[CH:44]=[CH:45][C:46]([NH2:49])=[N:47][CH:48]=2)O1.